Dataset: Catalyst prediction with 721,799 reactions and 888 catalyst types from USPTO. Task: Predict which catalyst facilitates the given reaction. (1) Product: [F:1][C:2]1[CH:7]=[CH:6][C:5]([F:8])=[CH:4][C:3]=1[C@H:9]1[CH2:13][CH2:12][CH2:11][N:10]1[C:14]1[CH:19]=[CH:18][N:17]2[N:20]=[CH:21][C:22]([C:23]([NH:25][O:26][CH2:27][C@@H:28]([OH:29])[CH2:32][OH:31])=[O:24])=[C:16]2[N:15]=1. Reactant: [F:1][C:2]1[CH:7]=[CH:6][C:5]([F:8])=[CH:4][C:3]=1[C@H:9]1[CH2:13][CH2:12][CH2:11][N:10]1[C:14]1[CH:19]=[CH:18][N:17]2[N:20]=[CH:21][C:22]([C:23]([NH:25][O:26][CH2:27][C@@H:28]3[CH2:32][O:31]C(C)(C)[O:29]3)=[O:24])=[C:16]2[N:15]=1.Cl. The catalyst class is: 76. (2) Reactant: [CH:1]1([C:6]2[NH:14][C:13]3[C:12](=[O:15])[N:11]([CH3:16])[C:10](=[O:17])[N:9]([CH3:18])[C:8]=3[N:7]=2)[CH2:5][CH2:4][CH2:3][CH2:2]1.C([O-])([O-])=O.[K+].[K+].[Cl:25][C:26]1[CH:33]=[CH:32][CH:31]=[C:30]([F:34])[C:27]=1[CH2:28]Br. Product: [Cl:25][C:26]1[CH:33]=[CH:32][CH:31]=[C:30]([F:34])[C:27]=1[CH2:28][N:14]1[C:13]2[C:12](=[O:15])[N:11]([CH3:16])[C:10](=[O:17])[N:9]([CH3:18])[C:8]=2[N:7]=[C:6]1[CH:1]1[CH2:2][CH2:3][CH2:4][CH2:5]1. The catalyst class is: 3. (3) Reactant: [O:1]1[CH:5]=[CH:4][C:3]([CH2:6][C:7]2[O:11][N:10]=[C:9]([C:12]([OH:14])=O)[CH:8]=2)=[CH:2]1.[O:15]1[CH2:19][CH2:18][CH:17]([CH2:20][NH2:21])[CH2:16]1.ON1C2C=CC=CC=2N=N1.Cl.C(N=C=NCCCN(C)C)C. Product: [O:15]1[CH2:19][CH2:18][CH:17]([CH2:20][NH:21][C:12]([C:9]2[CH:8]=[C:7]([CH2:6][C:3]3[CH:4]=[CH:5][O:1][CH:2]=3)[O:11][N:10]=2)=[O:14])[CH2:16]1. The catalyst class is: 229. (4) Reactant: Br[CH2:2][C:3]1[C:12]([C:13]([O:15]C)=O)=[C:11]([Cl:17])[C:10]2[C:5](=[CH:6][CH:7]=[CH:8][CH:9]=2)[N:4]=1.[CH2:18]([NH2:20])[CH3:19]. Product: [Cl:17][C:11]1[C:10]2[CH:9]=[CH:8][CH:7]=[CH:6][C:5]=2[N:4]=[C:3]2[CH2:2][N:20]([CH2:18][CH3:19])[C:13](=[O:15])[C:12]=12. The catalyst class is: 8. (5) Reactant: [NH2:1][CH2:2][CH2:3][CH2:4][C:5]1[CH:10]=[CH:9][C:8]([S:11]([C:14]2[CH:24]=[CH:23][C:17]([C:18]([O:20][CH2:21][CH3:22])=[O:19])=[C:16]([CH3:25])[CH:15]=2)(=[O:13])=[O:12])=[CH:7][CH:6]=1.[Cl:26][C:27]1[CH:28]=[C:29]([C@@H:33]2[CH2:35][O:34]2)[CH:30]=[CH:31][CH:32]=1. Product: [Cl:26][C:27]1[CH:28]=[C:29]([C@@H:33]([OH:34])[CH2:35][NH:1][CH2:2][CH2:3][CH2:4][C:5]2[CH:6]=[CH:7][C:8]([S:11]([C:14]3[CH:24]=[CH:23][C:17]([C:18]([O:20][CH2:21][CH3:22])=[O:19])=[C:16]([CH3:25])[CH:15]=3)(=[O:13])=[O:12])=[CH:9][CH:10]=2)[CH:30]=[CH:31][CH:32]=1. The catalyst class is: 8.